Dataset: Peptide-MHC class II binding affinity with 134,281 pairs from IEDB. Task: Regression. Given a peptide amino acid sequence and an MHC pseudo amino acid sequence, predict their binding affinity value. This is MHC class II binding data. (1) The peptide sequence is GKKEEKKEEKKESGD. The binding affinity (normalized) is 0.173. The MHC is HLA-DQA10102-DQB10502 with pseudo-sequence HLA-DQA10102-DQB10502. (2) The peptide sequence is AAFTSSSKAATAKAP. The MHC is DRB3_0202 with pseudo-sequence DRB3_0202. The binding affinity (normalized) is 0.552. (3) The peptide sequence is EKKYFAATQFYPLAA. The MHC is DRB1_1001 with pseudo-sequence DRB1_1001. The binding affinity (normalized) is 0.808.